Dataset: Reaction yield outcomes from USPTO patents with 853,638 reactions. Task: Predict the reaction yield, written as a fraction of the theoretical maximum amount of product (1.0 means a 100% yield; for example, 0.34 means a 34% yield). (1) The reactants are [CH3:1][O:2][C:3]1[CH:4]=[C:5]2[C:10](=[CH:11][C:12]=1[O:13][CH3:14])[N:9]=[CH:8][N:7]=[C:6]2[O:15][C:16]1[CH:22]=[CH:21][C:19]([NH2:20])=[CH:18][CH:17]=1.Cl[C:24](Cl)([O:26]C(=O)OC(Cl)(Cl)Cl)Cl.[CH3:35][CH2:36][CH:37]([OH:42])[CH2:38][CH2:39][CH2:40][CH3:41].C(=O)(O)[O-].[Na+]. The catalyst is C(Cl)Cl.C(N(CC)CC)C.C1(C)C=CC=CC=1. The product is [CH3:1][O:2][C:3]1[CH:4]=[C:5]2[C:10](=[CH:11][C:12]=1[O:13][CH3:14])[N:9]=[CH:8][N:7]=[C:6]2[O:15][C:16]1[CH:22]=[CH:21][C:19]([NH:20][C:24](=[O:26])[O:42][CH:37]([CH2:36][CH3:35])[CH2:38][CH2:39][CH2:40][CH3:41])=[CH:18][CH:17]=1. The yield is 0.720. (2) The reactants are C(Cl)(=O)C(Cl)=O.CS(C)=O.[CH2:11]([O:18][C@@H:19]1[C@@H:24]([O:25][CH2:26][C:27]2[CH:32]=[CH:31][CH:30]=[CH:29][CH:28]=2)[C@H:23]([O:33][CH2:34][C:35]2[CH:40]=[CH:39][CH:38]=[CH:37][CH:36]=2)[C:22]([CH2:52][O:53][CH2:54][C:55]2[CH:60]=[CH:59][C:58]([O:61][CH3:62])=[CH:57][CH:56]=2)([CH2:41][O:42][CH2:43][C:44]2[CH:49]=[CH:48][C:47]([O:50][CH3:51])=[CH:46][CH:45]=2)[O:21][CH:20]1[OH:63])[C:12]1[CH:17]=[CH:16][CH:15]=[CH:14][CH:13]=1.C(N(CC)CC)C. The catalyst is ClCCl. The product is [CH2:11]([O:18][C@@H:19]1[C@@H:24]([O:25][CH2:26][C:27]2[CH:28]=[CH:29][CH:30]=[CH:31][CH:32]=2)[C@H:23]([O:33][CH2:34][C:35]2[CH:40]=[CH:39][CH:38]=[CH:37][CH:36]=2)[C:22]([CH2:52][O:53][CH2:54][C:55]2[CH:56]=[CH:57][C:58]([O:61][CH3:62])=[CH:59][CH:60]=2)([CH2:41][O:42][CH2:43][C:44]2[CH:45]=[CH:46][C:47]([O:50][CH3:51])=[CH:48][CH:49]=2)[O:21][C:20]1=[O:63])[C:12]1[CH:13]=[CH:14][CH:15]=[CH:16][CH:17]=1. The yield is 0.720. (3) The reactants are N#N.Br[C:4]1[CH:10]=[C:9]([N+:11]([O-:13])=[O:12])[C:7]([NH2:8])=[CH:6][CH:5]=1.C(Cl)Cl.C([O-])([O-])=O.[Na+].[Na+].[F:23][C:24]1[CH:29]=[CH:28][C:27](B(O)O)=[CH:26][CH:25]=1. The catalyst is COCCOC.CCCCCC.CCOC(C)=O. The product is [F:23][C:24]1[CH:29]=[CH:28][C:27]([C:4]2[CH:5]=[CH:6][C:7]([NH2:8])=[C:9]([N+:11]([O-:13])=[O:12])[CH:10]=2)=[CH:26][CH:25]=1. The yield is 0.880. (4) The yield is 0.750. The product is [CH3:1][C:2]1[CH:7]=[CH:6][C:5]([S:8]([O:11][CH2:12][CH:13]2[CH2:17][C:16]3[CH:18]=[CH:19][CH:20]=[C:21]([C:28]4[CH:27]=[CH:26][CH:25]=[C:24]([Cl:23])[CH:29]=4)[C:15]=3[O:14]2)(=[O:10])=[O:9])=[CH:4][CH:3]=1. The catalyst is CC1C=CC=CC=1[P](C1C=CC=CC=1C)([Pd](Cl)(Cl)[P](C1=C(C)C=CC=C1)(C1C=CC=CC=1C)C1C=CC=CC=1C)C1C=CC=CC=1C. The reactants are [CH3:1][C:2]1[CH:7]=[CH:6][C:5]([S:8]([O:11][CH2:12][CH:13]2[CH2:17][C:16]3[CH:18]=[CH:19][CH:20]=[C:21](Br)[C:15]=3[O:14]2)(=[O:10])=[O:9])=[CH:4][CH:3]=1.[Cl:23][C:24]1[CH:25]=[C:26](B(O)O)[CH:27]=[CH:28][CH:29]=1.C(=O)([O-])[O-].[K+].[K+].CC1C=CC(S(OCC2CC3C(C4C=CC=CC=4)=CC=CC=3O2)(=O)=O)=CC=1. (5) The reactants are Cl.[F:2][C@@:3]12[C@:16]3([CH3:17])[C:11](=[CH:12][C:13](=[O:18])[CH:14]=[CH:15]3)[C@@H:10]([F:19])[CH2:9][C@H:8]1[C@@H:7]1[CH2:20][C@@H:21]3[C@:25]([C:26](=[O:29])[CH2:27][F:28])([C@@:6]1([CH3:30])[CH2:5][C@@H:4]2[OH:31])[CH2:24][NH:23][CH2:22]3.[CH3:32][C:33]([CH3:38])([CH3:37])[CH2:34][CH:35]=O.C(O)=O. The catalyst is C(#N)C.CCOC(C)=O. The product is [CH3:32][C:33]([CH3:38])([CH3:37])[CH2:34][CH2:35][N:23]1[CH2:24][C@:25]2([C:26](=[O:29])[CH2:27][F:28])[C@@H:21]([CH2:20][C@H:7]3[C@H:8]4[C@@:3]([F:2])([C@:16]5([CH3:17])[C:11]([C@@H:10]([F:19])[CH2:9]4)=[CH:12][C:13](=[O:18])[CH:14]=[CH:15]5)[C@@H:4]([OH:31])[CH2:5][C@@:6]32[CH3:30])[CH2:22]1. The yield is 0.277.